From a dataset of Peptide-MHC class II binding affinity with 134,281 pairs from IEDB. Regression. Given a peptide amino acid sequence and an MHC pseudo amino acid sequence, predict their binding affinity value. This is MHC class II binding data. (1) The peptide sequence is HTMWHVTRGAFLVRNHHHHHH. The MHC is DRB1_0404 with pseudo-sequence DRB1_0404. The binding affinity (normalized) is 0.562. (2) The peptide sequence is GKWYLKAMTADQEVPE. The MHC is HLA-DQA10101-DQB10501 with pseudo-sequence HLA-DQA10101-DQB10501. The binding affinity (normalized) is 0.594. (3) The peptide sequence is EKKYFAATQFERLAA. The MHC is HLA-DPA10103-DPB10601 with pseudo-sequence HLA-DPA10103-DPB10601. The binding affinity (normalized) is 1.00. (4) The peptide sequence is DGTYDITKLGAKPDG. The MHC is DRB1_1602 with pseudo-sequence DRB1_1602. The binding affinity (normalized) is 0.0274. (5) The peptide sequence is CFKYILIQAGFDQRL. The MHC is DRB1_1501 with pseudo-sequence DRB1_1501. The binding affinity (normalized) is 0.351.